This data is from Full USPTO retrosynthesis dataset with 1.9M reactions from patents (1976-2016). The task is: Predict the reactants needed to synthesize the given product. Given the product [NH:11]([C:2]1[CH:9]=[CH:8][C:5]([C:6]#[N:7])=[CH:4][N:3]=1)[NH2:12], predict the reactants needed to synthesize it. The reactants are: Cl[C:2]1[CH:9]=[CH:8][C:5]([C:6]#[N:7])=[CH:4][N:3]=1.O.[NH2:11][NH2:12].